This data is from Forward reaction prediction with 1.9M reactions from USPTO patents (1976-2016). The task is: Predict the product of the given reaction. Given the reactants [Na+].[OH:2][C:3]1[CH:8]=[CH:7][C:6]([S:9]([O-:12])(=[O:11])=[O:10])=[CH:5][CH:4]=1.Br[CH2:14][C:15]#[C:16][C:17]1[CH:22]=[CH:21][C:20]([Cl:23])=[CH:19][CH:18]=1, predict the reaction product. The product is: [Cl:23][C:20]1[CH:21]=[CH:22][C:17]([C:16]#[C:15][CH2:14][O:2][C:3]2[CH:8]=[CH:7][C:6]([S:9]([OH:12])(=[O:10])=[O:11])=[CH:5][CH:4]=2)=[CH:18][CH:19]=1.